From a dataset of Forward reaction prediction with 1.9M reactions from USPTO patents (1976-2016). Predict the product of the given reaction. (1) Given the reactants Cl.[CH2:2]([O:4][C:5](=[O:8])[CH2:6][NH2:7])[CH3:3].[CH:9](OC)=[O:10], predict the reaction product. The product is: [CH:9]([NH:7][CH2:6][C:5]([O:4][CH2:2][CH3:3])=[O:8])=[O:10]. (2) Given the reactants [F:1][C:2]1[C:10]([CH3:11])=[C:9]([F:12])[CH:8]=[CH:7][C:3]=1[C:4]([OH:6])=[O:5].CON(C)[C:16]([C:18]1[CH:23]=[N:22][CH:21]=[CH:20][N:19]=1)=[O:17], predict the reaction product. The product is: [F:1][C:2]1[C:10]([CH3:11])=[C:9]([F:12])[C:8]([C:16]([C:18]2[CH:23]=[N:22][CH:21]=[CH:20][N:19]=2)=[O:17])=[CH:7][C:3]=1[C:4]([OH:6])=[O:5]. (3) Given the reactants Cl[C:2]1[CH:3]=[CH:4][C:5]2[C:14]3[CH:13]=[C:12]4[CH2:15][CH2:16][CH2:17][C:18](=[O:19])[C:11]4=[CH:10][C:9]=3[O:8][CH2:7][C:6]=2[CH:20]=1.P([O-])([O-])([O-])=O.[K+].[K+].[K+].CC(C1C=C(C(C)C)C(C2C=CC=CC=2P(C2CCCCC2)C2CCCCC2)=C(C(C)C)C=1)C.[Si:63]([C:67]#[CH:68])([CH3:66])([CH3:65])[CH3:64], predict the reaction product. The product is: [CH3:64][Si:63]([C:67]#[C:68][C:2]1[CH:3]=[CH:4][C:5]2[C:14]3[CH:13]=[C:12]4[CH2:15][CH2:16][CH2:17][C:18](=[O:19])[C:11]4=[CH:10][C:9]=3[O:8][CH2:7][C:6]=2[CH:20]=1)([CH3:66])[CH3:65]. (4) Given the reactants [Cl:1][C:2]1[CH:3]=[C:4]([N:9]2[CH2:14][CH2:13][S:12]/[C:11](=[CH:15]\[C:16]3[CH:21]=[CH:20][CH:19]=[CH:18][C:17]=3[N:22]3[CH2:27][CH2:26][N:25]([CH3:28])[CH2:24][CH2:23]3)/[C:10]2=[O:29])[CH:5]=[CH:6][C:7]=1[Cl:8].[C:30]([OH:42])(=[O:41])[CH2:31][C:32]([CH2:37][C:38]([OH:40])=[O:39])([C:34]([OH:36])=[O:35])[OH:33], predict the reaction product. The product is: [C:30]([OH:42])(=[O:41])[CH2:31][C:32]([CH2:37][C:38]([OH:40])=[O:39])([C:34]([OH:36])=[O:35])[OH:33].[Cl:1][C:2]1[CH:3]=[C:4]([N:9]2[CH2:14][CH2:13][S:12]/[C:11](=[CH:15]\[C:16]3[CH:21]=[CH:20][CH:19]=[CH:18][C:17]=3[N:22]3[CH2:27][CH2:26][N:25]([CH3:28])[CH2:24][CH2:23]3)/[C:10]2=[O:29])[CH:5]=[CH:6][C:7]=1[Cl:8]. (5) Given the reactants [C:1]([O:5][C:6]([N:8]([CH2:26][C:27]([O:29][C:30]([CH3:33])([CH3:32])[CH3:31])=[O:28])[C:9]1[CH:14]=[CH:13][CH:12]=[C:11]([CH2:15][NH:16][S:17]([C:20]2[CH:25]=[CH:24][CH:23]=[CH:22][N:21]=2)(=[O:19])=[O:18])[N:10]=1)=[O:7])([CH3:4])([CH3:3])[CH3:2].C(=O)([O-])[O-].[K+].[K+].[I:40][C:41]1[CH:48]=[CH:47][C:44]([CH2:45]Br)=[CH:43][CH:42]=1.O, predict the reaction product. The product is: [C:1]([O:5][C:6]([N:8]([CH2:26][C:27]([O:29][C:30]([CH3:33])([CH3:32])[CH3:31])=[O:28])[C:9]1[CH:14]=[CH:13][CH:12]=[C:11]([CH:15]([CH2:45][C:44]2[CH:47]=[CH:48][C:41]([I:40])=[CH:42][CH:43]=2)[NH:16][S:17]([C:20]2[CH:25]=[CH:24][CH:23]=[CH:22][N:21]=2)(=[O:19])=[O:18])[N:10]=1)=[O:7])([CH3:4])([CH3:3])[CH3:2]. (6) Given the reactants Br[C:2]1[CH:11]=[CH:10][C:5]2[NH:6][C:7](=[O:9])[O:8][C:4]=2[CH:3]=1.C([Li])CCC.C([Li])(CC)C.[O:22]1CCC[CH2:23]1, predict the reaction product. The product is: [O:9]=[C:7]1[NH:6][C:5]2[CH:10]=[CH:11][C:2]([CH:23]=[O:22])=[CH:3][C:4]=2[O:8]1. (7) Given the reactants [CH2:1]([N:8]([CH3:24])[C@@H:9]1[C:13]2=[CH:14][C:15]3[CH:16]=[C:17]([Br:21])[CH:18]=[CH:19][C:20]=3[N:12]2[CH2:11][C@@H:10]1[CH2:22][OH:23])[C:2]1[CH:7]=[CH:6][CH:5]=[CH:4][CH:3]=1.C(N(CC)C(C)C)(C)C.[CH3:34][S:35](Cl)(=[O:37])=[O:36], predict the reaction product. The product is: [CH3:34][S:35]([O:23][CH2:22][C@H:10]1[CH2:11][N:12]2[C:20]3[CH:19]=[CH:18][C:17]([Br:21])=[CH:16][C:15]=3[CH:14]=[C:13]2[C@H:9]1[N:8]([CH2:1][C:2]1[CH:7]=[CH:6][CH:5]=[CH:4][CH:3]=1)[CH3:24])(=[O:37])=[O:36]. (8) Given the reactants [Br:1][C:2]1[C:3]([O:13][CH3:14])=[CH:4][C:5]([O:11][CH3:12])=[C:6]([CH:10]=1)[C:7](O)=[O:8].S(Cl)([Cl:17])=O, predict the reaction product. The product is: [Br:1][C:2]1[C:3]([O:13][CH3:14])=[CH:4][C:5]([O:11][CH3:12])=[C:6]([CH:10]=1)[C:7]([Cl:17])=[O:8]. (9) Given the reactants [N+:1]([C:4]1[CH:5]=[C:6]([CH:10]=[CH:11][C:12]=1[F:13])[C:7]([OH:9])=[O:8])([O-:3])=[O:2].[CH3:14]I.[OH-].[K+], predict the reaction product. The product is: [CH3:14][O:8][C:7](=[O:9])[C:6]1[CH:10]=[CH:11][C:12]([F:13])=[C:4]([N+:1]([O-:3])=[O:2])[CH:5]=1.